Dataset: Catalyst prediction with 721,799 reactions and 888 catalyst types from USPTO. Task: Predict which catalyst facilitates the given reaction. Reactant: Cl.[C:2]1([CH3:10])[CH:7]=[CH:6][C:5]([NH:8]N)=[CH:4][CH:3]=1.[F:11][C:12]1[CH:17]=[CH:16][C:15]([CH2:18][CH2:19]Br)=[CH:14][CH:13]=1.C(N(CC)CC)C.Cl.[CH3:29][N:30]1[CH2:35][CH2:34][C:33](=O)[CH2:32][CH2:31]1. Product: [F:11][C:12]1[CH:17]=[CH:16][C:15]([CH2:18][CH2:19][N:8]2[C:5]3[CH:6]=[CH:7][C:2]([CH3:10])=[CH:3][C:4]=3[C:32]3[CH2:31][N:30]([CH3:29])[CH2:35][CH2:34][C:33]2=3)=[CH:14][CH:13]=1. The catalyst class is: 8.